Dataset: Forward reaction prediction with 1.9M reactions from USPTO patents (1976-2016). Task: Predict the product of the given reaction. (1) Given the reactants Cl[CH:2]([C:33]1[CH:38]=[C:37]([CH2:39][CH3:40])[CH:36]=[C:35]([O:41][CH2:42][CH3:43])[C:34]=1[F:44])[C:3]1[N:4]([C:14]([C:27]2[CH:32]=[CH:31][CH:30]=[CH:29][CH:28]=2)([C:21]2[CH:26]=[CH:25][CH:24]=[CH:23][CH:22]=2)[C:15]2[CH:20]=[CH:19][CH:18]=[CH:17][CH:16]=2)[CH:5]=[C:6]([C:8]2[CH:13]=[CH:12][CH:11]=[CH:10][CH:9]=2)[N:7]=1.CCN(C(C)C)C(C)C.[NH2:54][C:55]1[CH:56]=[C:57]2[C:62](=[CH:63][CH:64]=1)[C:61]([N:65]([C:73]([O:75][C:76]([CH3:79])([CH3:78])[CH3:77])=[O:74])[C:66]([O:68][C:69]([CH3:72])([CH3:71])[CH3:70])=[O:67])=[N:60][CH:59]=[CH:58]2, predict the reaction product. The product is: [C:8]1([C:6]2[N:7]=[C:3]([CH:2]([NH:54][C:55]3[CH:56]=[C:57]4[C:62](=[CH:63][CH:64]=3)[C:61]([N:65]([C:66]([O:68][C:69]([CH3:72])([CH3:71])[CH3:70])=[O:67])[C:73]([O:75][C:76]([CH3:77])([CH3:78])[CH3:79])=[O:74])=[N:60][CH:59]=[CH:58]4)[C:33]3[CH:38]=[C:37]([CH2:39][CH3:40])[CH:36]=[C:35]([O:41][CH2:42][CH3:43])[C:34]=3[F:44])[N:4]([C:14]([C:27]3[CH:32]=[CH:31][CH:30]=[CH:29][CH:28]=3)([C:15]3[CH:20]=[CH:19][CH:18]=[CH:17][CH:16]=3)[C:21]3[CH:26]=[CH:25][CH:24]=[CH:23][CH:22]=3)[CH:5]=2)[CH:9]=[CH:10][CH:11]=[CH:12][CH:13]=1. (2) The product is: [Br:1][C:2]1[CH:10]=[CH:9][C:5]([C:6]([NH:21][CH2:20][C:16]2[CH:17]=[CH:18][CH:19]=[C:14]([O:13][CH3:12])[CH:15]=2)=[O:8])=[CH:4][C:3]=1[CH3:11]. Given the reactants [Br:1][C:2]1[CH:10]=[CH:9][C:5]([C:6]([OH:8])=O)=[CH:4][C:3]=1[CH3:11].[CH3:12][O:13][C:14]1[CH:15]=[C:16]([CH2:20][NH2:21])[CH:17]=[CH:18][CH:19]=1.CCN(C(C)C)C(C)C.CN(C(ON1N=NC2C=CC=NC1=2)=[N+](C)C)C.F[P-](F)(F)(F)(F)F, predict the reaction product. (3) Given the reactants [Cl:1][C:2]1[CH:9]=[CH:8][C:5]([C:6]#[N:7])=[CH:4][CH:3]=1.[CH2:10]([O:12]CC)[CH3:11].Cl, predict the reaction product. The product is: [ClH:1].[CH2:10]([O:12][C:6](=[NH:7])[C:5]1[CH:8]=[CH:9][C:2]([Cl:1])=[CH:3][CH:4]=1)[CH3:11]. (4) Given the reactants [Cl:1][C:2]1[CH:3]=[C:4]([N:9]=[C:10]=[O:11])[CH:5]=[CH:6][C:7]=1[Cl:8].[OH:12][CH2:13][CH2:14][CH2:15][N:16]1[CH2:21][CH2:20][NH:19][C@@H:18]([CH3:22])[C:17]1=[O:23], predict the reaction product. The product is: [Cl:1][C:2]1[CH:3]=[C:4]([NH:9][C:10]([N:19]2[CH2:20][CH2:21][N:16]([CH2:15][CH2:14][CH2:13][OH:12])[C:17](=[O:23])[C@@H:18]2[CH3:22])=[O:11])[CH:5]=[CH:6][C:7]=1[Cl:8]. (5) Given the reactants [ClH:1].[CH3:2][N:3]([CH2:5][C:6]([NH:8][C:9]1[CH:14]=[CH:13][CH:12]=[CH:11][C:10]=1[C:15]1[CH:20]=[CH:19][C:18]([CH2:21][C@H:22]([NH:37][C:38]([C@H:40]2[CH2:45][CH2:44][C@H:43]([CH2:46][NH:47]C(=O)OC(C)(C)C)[CH2:42][CH2:41]2)=[O:39])[C:23](=[O:36])[NH:24][C:25]2[CH:30]=[CH:29][C:28]([C:31]3[N:32]=[N:33][NH:34][N:35]=3)=[CH:27][CH:26]=2)=[CH:17][CH:16]=1)=[O:7])[CH3:4], predict the reaction product. The product is: [ClH:1].[NH2:47][CH2:46][C@H:43]1[CH2:44][CH2:45][C@H:40]([C:38]([NH:37][C@@H:22]([CH2:21][C:18]2[CH:17]=[CH:16][C:15]([C:10]3[CH:11]=[CH:12][CH:13]=[CH:14][C:9]=3[NH:8][C:6](=[O:7])[CH2:5][N:3]([CH3:4])[CH3:2])=[CH:20][CH:19]=2)[C:23](=[O:36])[NH:24][C:25]2[CH:26]=[CH:27][C:28]([C:31]3[N:35]=[N:34][NH:33][N:32]=3)=[CH:29][CH:30]=2)=[O:39])[CH2:41][CH2:42]1. (6) Given the reactants [Cl:1][C:2]1[CH:7]=[CH:6][C:5]([N:8]([CH3:37])[C:9]2[CH:10]=[CH:11][C:12]([C:15]([C:17]3[CH:18]=[CH:19][C:20]([C:26](=[O:36])[C:27]4[CH:32]=[CH:31][CH:30]=[C:29]([CH:33](Cl)Cl)[CH:28]=4)=[C:21]([CH:25]=3)[C:22]([OH:24])=[O:23])=[O:16])=[N:13][CH:14]=2)=[CH:4][CH:3]=1.[OH-:38].[Na+].Cl.CNC.Cl, predict the reaction product. The product is: [Cl:1][C:2]1[CH:3]=[CH:4][C:5]([N:8]([CH3:37])[C:9]2[CH:10]=[CH:11][C:12]([C:15]([C:17]3[CH:18]=[CH:19][C:20]([C:26](=[O:36])[C:27]4[CH:32]=[CH:31][CH:30]=[C:29]([CH:33]=[O:38])[CH:28]=4)=[C:21]([CH:25]=3)[C:22]([OH:24])=[O:23])=[O:16])=[N:13][CH:14]=2)=[CH:6][CH:7]=1.